This data is from Catalyst prediction with 721,799 reactions and 888 catalyst types from USPTO. The task is: Predict which catalyst facilitates the given reaction. (1) Reactant: P(Cl)(Cl)(Cl)=O.[N:6]1[CH:11]=[CH:10][CH:9]=[C:8]([C:12](=O)C)[CH:7]=1.[ClH:15].[NH2:16]O.C([O-])(O)=O.[Na+].CCO[C:26]([CH3:28])=O. Product: [Cl:15]/[C:9](/[C:10]1[CH:11]=[N:6][CH:7]=[CH:26][CH:28]=1)=[CH:8]/[C:12]#[N:16]. The catalyst class is: 3. (2) Reactant: [NH2:1][C:2]1[C:3]([CH3:8])=[CH:4][CH:5]=[CH:6][CH:7]=1.C(=O)([O-])[O-].[Na+].[Na+].Br[CH2:16][CH2:17][CH2:18][CH2:19]Br. Product: [C:3]1([CH3:8])[CH:4]=[CH:5][CH:6]=[CH:7][C:2]=1[N:1]1[CH2:19][CH2:18][CH2:17][CH2:16]1. The catalyst class is: 24. (3) Reactant: [CH3:1][C:2]1[CH:3]=[CH:4][C:5]([C:8]2[CH:9]=[C:10]([CH:15]=[C:16](B3OC(C)(C)C(C)(C)O3)[CH:17]=2)[C:11]([O:13][CH3:14])=[O:12])=[N:6][CH:7]=1.Br[C:28]1[CH:33]=[CH:32][CH:31]=[C:30]([F:34])[C:29]=1[F:35].C(=O)([O-])[O-].[Cs+].[Cs+].O. Product: [F:34][C:30]1[C:29]([F:35])=[CH:28][CH:33]=[CH:32][C:31]=1[C:16]1[CH:17]=[C:8]([C:5]2[CH:4]=[CH:3][C:2]([CH3:1])=[CH:7][N:6]=2)[CH:9]=[C:10]([C:11]([O:13][CH3:14])=[O:12])[CH:15]=1. The catalyst class is: 711. (4) Reactant: C(O[C:4]([C:6]1[C:7](=[O:22])[C:8]([CH3:21])([CH2:16][CH2:17][CH:18]([CH3:20])[CH3:19])[N:9]2[C:13]([C:14]=1[OH:15])=[CH:12][CH:11]=[CH:10]2)=O)C.[NH2:23][C:24]1[CH:29]=[CH:28][C:27]([NH:30][S:31]([CH3:34])(=[O:33])=[O:32])=[CH:26][C:25]=1[S:35]([NH2:38])(=[O:37])=[O:36].N12CCCN=C1CCCCC2. Product: [OH:15][C:14]1[C:13]2[N:9]([CH:10]=[CH:11][CH:12]=2)[C:8]([CH3:21])([CH2:16][CH2:17][CH:18]([CH3:19])[CH3:20])[C:7](=[O:22])[C:6]=1[C:4]1[NH:38][S:35](=[O:37])(=[O:36])[C:25]2[CH:26]=[C:27]([NH:30][S:31]([CH3:34])(=[O:32])=[O:33])[CH:28]=[CH:29][C:24]=2[N:23]=1. The catalyst class is: 17. (5) Reactant: [H-].[Na+].[OH:3]/[N:4]=[C:5](\[CH2:11][CH2:12][CH2:13][CH3:14])/[C:6]([O:8]CC)=[O:7].Cl[CH2:16][C:17]1[CH:36]=[CH:35][C:20]([O:21][CH2:22][C:23]2[N:24]=[C:25]([C:29]3[CH:34]=[CH:33][CH:32]=[CH:31][CH:30]=3)[O:26][C:27]=2[CH3:28])=[CH:19][CH:18]=1.Cl.C(=O)(O)[O-].[Na+]. Product: [CH3:28][C:27]1[O:26][C:25]([C:29]2[CH:30]=[CH:31][CH:32]=[CH:33][CH:34]=2)=[N:24][C:23]=1[CH2:22][O:21][C:20]1[CH:19]=[CH:18][C:17]([CH2:16][O:3]/[N:4]=[C:5](\[CH2:11][CH2:12][CH2:13][CH3:14])/[C:6]([OH:8])=[O:7])=[CH:36][CH:35]=1. The catalyst class is: 9. (6) Reactant: N12CCCN=C1CCCCC2.Cl.[NH2:13][CH2:14][C:15]1[CH:23]=[CH:22][CH:21]=[C:20]2[C:16]=1[C:17](=[O:33])[N:18]([CH:25]1[CH2:30][CH2:29][C:28](=[O:31])[NH:27][C:26]1=[O:32])[C:19]2=[O:24].[C:34](Cl)(=[O:41])[C:35]1[CH:40]=[CH:39][CH:38]=[N:37][CH:36]=1. Product: [O:32]=[C:26]1[CH:25]([N:18]2[C:17](=[O:33])[C:16]3[C:20](=[CH:21][CH:22]=[CH:23][C:15]=3[CH2:14][NH:13][C:34]([C:35]3[CH:36]=[N:37][CH:38]=[CH:39][CH:40]=3)=[O:41])[C:19]2=[O:24])[CH2:30][CH2:29][C:28](=[O:31])[NH:27]1. The catalyst class is: 23. (7) Reactant: [Br:1][CH2:2][C:3]([C:5]1[C:10]([CH3:11])=[CH:9][C:8]([NH:12]C(=O)C)=[CH:7][C:6]=1[CH3:16])=[O:4]. Product: [NH2:12][C:8]1[CH:7]=[C:6]([CH3:16])[C:5]([C:3](=[O:4])[CH2:2][Br:1])=[C:10]([CH3:11])[CH:9]=1. The catalyst class is: 361. (8) Reactant: [NH:1]1[C:9]2[C:4](=[CH:5][CH:6]=[CH:7][CH:8]=2)[CH:3]=[C:2]1[C:10]([OH:12])=O.C(N1C=CN=C1)([N:15]1C=CN=C1)=O.[NH4+].[OH-]. Product: [NH:1]1[C:9]2[C:4](=[CH:5][CH:6]=[CH:7][CH:8]=2)[CH:3]=[C:2]1[C:10]([NH2:15])=[O:12]. The catalyst class is: 1. (9) Reactant: Cl[C:2]1[C:3]2[CH:10]=[CH:9][NH:8][C:4]=2[N:5]=[C-:6][N:7]=1.[CH3:11][N:12]1[C:17](=[O:18])[CH2:16][C@@H:15]2[CH2:19][CH:20]([NH:22][CH3:23])[CH2:21][C@@H:14]2[CH2:13]1.C(=O)([O-])[O-].[K+].[K+]. Product: [CH3:11][N:12]1[C:17](=[O:18])[CH2:16][C@H:15]2[CH2:19][C@@H:20]([N:22]([CH3:23])[C:2]3[C:3]4[CH:10]=[CH:9][NH:8][C:4]=4[N:5]=[CH:6][N:7]=3)[CH2:21][C@H:14]2[CH2:13]1. The catalyst class is: 6. (10) Reactant: [OH:1][C:2]1[CH:9]=[C:8]([O:10][CH2:11][CH2:12][C:13]2[N:14]=[C:15]([C:19]3[CH:24]=[CH:23][CH:22]=[CH:21][CH:20]=3)[O:16][C:17]=2[CH3:18])[CH:7]=[CH:6][C:3]=1[CH:4]=[O:5].N1C=CN=C1.[C:30]([Si:36]([CH3:39])([CH3:38])Cl)([CH:33]([CH3:35])[CH3:34])([CH3:32])[CH3:31]. Product: [CH3:38][Si:36]([CH3:39])([C:30]([CH3:32])([CH3:31])[CH:33]([CH3:35])[CH3:34])[O:1][C:2]1[CH:9]=[C:8]([O:10][CH2:11][CH2:12][C:13]2[N:14]=[C:15]([C:19]3[CH:24]=[CH:23][CH:22]=[CH:21][CH:20]=3)[O:16][C:17]=2[CH3:18])[CH:7]=[CH:6][C:3]=1[CH:4]=[O:5]. The catalyst class is: 508.